Dataset: Catalyst prediction with 721,799 reactions and 888 catalyst types from USPTO. Task: Predict which catalyst facilitates the given reaction. Reactant: Cl[C:2]1[C:3]([NH:8][S:9]([C:12]2[CH:17]=[CH:16][CH:15]=[CH:14][C:13]=2[C:18]([F:21])([F:20])[F:19])(=[O:11])=[O:10])=[N:4][CH:5]=[CH:6][N:7]=1.[CH2:22]([OH:25])[C:23]#[CH:24].CC(O[K])=O. Product: [OH:25][CH2:22][C:23]#[C:24][C:2]1[C:3]([NH:8][S:9]([C:12]2[CH:17]=[CH:16][CH:15]=[CH:14][C:13]=2[C:18]([F:21])([F:20])[F:19])(=[O:11])=[O:10])=[N:4][CH:5]=[CH:6][N:7]=1. The catalyst class is: 128.